From a dataset of Forward reaction prediction with 1.9M reactions from USPTO patents (1976-2016). Predict the product of the given reaction. (1) Given the reactants [Cl:1][C:2]1[CH:3]=[CH:4][C:5]([N+:13]([O-])=O)=[C:6]([C:8]2[NH:12][N:11]=[CH:10][CH:9]=2)[CH:7]=1.[O-]S(S([O-])=O)=O.[Na+].[Na+].CO, predict the reaction product. The product is: [Cl:1][C:2]1[CH:3]=[CH:4][C:5]([NH2:13])=[C:6]([C:8]2[NH:12][N:11]=[CH:10][CH:9]=2)[CH:7]=1. (2) Given the reactants [CH3:1][O:2][C:3]1[CH:12]=[C:11]([C:13]([F:16])([F:15])[F:14])[C:10]([N+:17]([O-:19])=[O:18])=[CH:9][C:4]=1[C:5]([O:7]C)=[O:6].[OH-].[Li+].CO.Cl, predict the reaction product. The product is: [CH3:1][O:2][C:3]1[CH:12]=[C:11]([C:13]([F:16])([F:15])[F:14])[C:10]([N+:17]([O-:19])=[O:18])=[CH:9][C:4]=1[C:5]([OH:7])=[O:6]. (3) The product is: [Cl:20][C:16]1[CH:15]=[C:14]([C@@:12]([C@@H:21]2[CH2:26][CH2:25][CH2:24][N:23]([C:27]([O:29][C:30]([CH3:33])([CH3:32])[CH3:31])=[O:28])[CH2:22]2)([O:11][CH2:10][CH2:9][OH:8])[CH3:13])[CH:19]=[CH:18][CH:17]=1. Given the reactants [Si]([O:8][CH2:9][CH2:10][O:11][C@:12]([C@@H:21]1[CH2:26][CH2:25][CH2:24][N:23]([C:27]([O:29][C:30]([CH3:33])([CH3:32])[CH3:31])=[O:28])[CH2:22]1)([C:14]1[CH:19]=[CH:18][CH:17]=[C:16]([Cl:20])[CH:15]=1)[CH3:13])(C(C)(C)C)(C)C.[F-].C([N+](CC)(CC)CC)C, predict the reaction product. (4) Given the reactants Br[C:2]1[CH:7]=[CH:6][CH:5]=[CH:4][N:3]=1.[CH2:8]([C:12]1[S:13][C:14]2[CH:20]=[CH:19][CH:18]=[CH:17][C:15]=2[N:16]=1)[CH2:9][C:10]#[CH:11], predict the reaction product. The product is: [N:3]1[CH:4]=[CH:5][CH:6]=[CH:7][C:2]=1[C:11]#[C:10][CH2:9][CH2:8][C:12]1[S:13][C:14]2[CH:20]=[CH:19][CH:18]=[CH:17][C:15]=2[N:16]=1. (5) Given the reactants [N:1]1[CH:6]=[CH:5][N:4]=[C:3]2[NH:7][C:8]([C:10]3[C:18]4[C:13](=[CH:14][CH:15]=[CH:16][CH:17]=4)[N:12]([CH2:19][CH2:20][CH2:21][NH:22]C(=O)C)[CH:11]=3)=[CH:9][C:2]=12.N1[CH2:31][CH2:30][O:29][CH2:28][CH2:27]1.C(=O)([O-])[O-].[K+].[K+].[I-].[K+], predict the reaction product. The product is: [N:22]1([CH2:21][CH2:20][CH2:19][N:12]2[C:13]3[C:18](=[CH:17][CH:16]=[CH:15][CH:14]=3)[C:10]([C:8]3[NH:7][C:3]4=[N:4][CH:5]=[CH:6][N:1]=[C:2]4[CH:9]=3)=[CH:11]2)[CH2:31][CH2:30][O:29][CH2:28][CH2:27]1.